Task: Predict the reaction yield, written as a fraction of the theoretical maximum amount of product (1.0 means a 100% yield; for example, 0.34 means a 34% yield).. Dataset: Reaction yield outcomes from USPTO patents with 853,638 reactions (1) The reactants are [C:1]([O:5][C:6]([N:8]1[CH2:12][CH2:11][CH2:10][CH:9]1[C:13]1[NH:14][C:15]([C:18]2[CH:23]=[CH:22][C:21](B3OC(C)(C)C(C)(C)O3)=[CH:20][CH:19]=2)=[CH:16][N:17]=1)=[O:7])([CH3:4])([CH3:3])[CH3:2].Br[C:34]1[CH:41]=[CH:40][C:39]([Cl:42])=[CH:38][C:35]=1[C:36]#[N:37].C(=O)([O-])[O-].[K+].[K+]. The catalyst is C1C=CC([P]([Pd]([P](C2C=CC=CC=2)(C2C=CC=CC=2)C2C=CC=CC=2)([P](C2C=CC=CC=2)(C2C=CC=CC=2)C2C=CC=CC=2)[P](C2C=CC=CC=2)(C2C=CC=CC=2)C2C=CC=CC=2)(C2C=CC=CC=2)C2C=CC=CC=2)=CC=1.C([O-])(O)=O.[Na+]. The product is [C:1]([O:5][C:6]([N:8]1[CH2:12][CH2:11][CH2:10][CH:9]1[C:13]1[NH:14][C:15]([C:18]2[CH:19]=[CH:20][C:21]([C:34]3[CH:41]=[CH:40][C:39]([Cl:42])=[CH:38][C:35]=3[C:36]#[N:37])=[CH:22][CH:23]=2)=[CH:16][N:17]=1)=[O:7])([CH3:4])([CH3:3])[CH3:2]. The yield is 0.810. (2) The reactants are C(N(CC)CC)C.[Cl:8][C:9]1[S:13][C:12]([CH2:14][C:15]([OH:17])=O)=[CH:11][CH:10]=1.CC(C)(C)C(Cl)=O.[CH2:25]([C@@H:32]1[CH2:36][O:35][C:34](=[O:37])[NH:33]1)[C:26]1[CH:31]=[CH:30][CH:29]=[CH:28][CH:27]=1.C([Li])CCC. The catalyst is CCOCC.C1COCC1.CCCCCC. The product is [CH2:25]([C@@H:32]1[CH2:36][O:35][C:34](=[O:37])[N:33]1[C:15](=[O:17])[CH2:14][C:12]1[S:13][C:9]([Cl:8])=[CH:10][CH:11]=1)[C:26]1[CH:27]=[CH:28][CH:29]=[CH:30][CH:31]=1. The yield is 0.560. (3) The reactants are CC(OC([CH:8]1[S:12][CH2:11][CH:10]([C:13]([OH:15])=O)[NH:9]1)=O)(C)C.[CH2:16](OC(Cl)=O)[CH:17]([CH3:19])[CH3:18].CN1CC[O:28]CC1.[C:31]([C:33]1[CH:34]=[C:35]([CH:40]=[CH:41][CH:42]=1)[C:36]([NH:38]O)=[NH:37])#[N:32].CN([CH:46]=[O:47])C. The catalyst is C1COCC1. The product is [C:17]([O:28][C:46]([N:9]1[C@@H:10]([C:13]2[O:15][N:38]=[C:36]([C:35]3[CH:40]=[CH:41][CH:42]=[C:33]([C:31]#[N:32])[CH:34]=3)[N:37]=2)[CH2:11][S:12][CH2:8]1)=[O:47])([CH3:19])([CH3:18])[CH3:16]. The yield is 0.200. (4) The reactants are Cl[CH2:2][CH2:3][CH2:4][CH2:5][N:6]1[C:10]2[CH:11]=[CH:12][CH:13]=[CH:14][C:9]=2[N:8]=[CH:7]1.[CH3:15][O:16][C:17]1[CH:22]=[CH:21][CH:20]=[CH:19][C:18]=1N1CCCCC1.C([N:32]([CH:35]([CH3:37])C)[CH2:33][CH3:34])(C)C.[I-].[K+].[C:40](#N)C. No catalyst specified. The product is [N:6]1([CH2:5][CH2:4][CH2:3][CH2:2][N:32]2[CH2:33][CH2:34][CH:40]([C:18]3[CH:19]=[CH:20][CH:21]=[CH:22][C:17]=3[O:16][CH3:15])[CH2:37][CH2:35]2)[C:10]2[CH:11]=[CH:12][CH:13]=[CH:14][C:9]=2[N:8]=[CH:7]1. The yield is 0.613.